Dataset: Full USPTO retrosynthesis dataset with 1.9M reactions from patents (1976-2016). Task: Predict the reactants needed to synthesize the given product. Given the product [CH3:16][C:17]1[N:21]=[C:20]([C:22]2[CH:30]=[CH:29][CH:28]=[CH:27][C:23]=2[C:24]([N:11]2[C@H:10]3[C@H:13]([CH2:14][CH2:15][N:8]([C:6]([O:5][C:1]([CH3:4])([CH3:2])[CH3:3])=[O:7])[CH2:9]3)[CH2:12]2)=[O:25])[O:19][N:18]=1, predict the reactants needed to synthesize it. The reactants are: [C:1]([O:5][C:6]([N:8]1[CH2:15][CH2:14][CH:13]2[CH:10]([NH:11][CH2:12]2)[CH2:9]1)=[O:7])([CH3:4])([CH3:3])[CH3:2].[CH3:16][C:17]1[N:21]=[C:20]([C:22]2[CH:30]=[CH:29][CH:28]=[CH:27][C:23]=2[C:24](O)=[O:25])[O:19][N:18]=1.CCN=C=NCCCN(C)C.Cl.C1C=CC2N(O)N=NC=2C=1.